From a dataset of Forward reaction prediction with 1.9M reactions from USPTO patents (1976-2016). Predict the product of the given reaction. (1) Given the reactants [NH2:1][C:2]1[CH:3]=[C:4]([CH:16]=[CH:17][CH:18]=1)[O:5][C:6]1[CH:11]=[CH:10][N:9]=[C:8]2[NH:12][C:13](=[O:15])[NH:14][C:7]=12.[C:19]1([S:29](Cl)(=[O:31])=[O:30])[C:28]2[C:23](=[CH:24][CH:25]=[CH:26][CH:27]=2)[CH:22]=[CH:21][CH:20]=1, predict the reaction product. The product is: [O:15]=[C:13]1[NH:12][C:8]2=[N:9][CH:10]=[CH:11][C:6]([O:5][C:4]3[CH:3]=[C:2]([NH:1][S:29]([C:19]4[C:28]5[C:23](=[CH:24][CH:25]=[CH:26][CH:27]=5)[CH:22]=[CH:21][CH:20]=4)(=[O:31])=[O:30])[CH:18]=[CH:17][CH:16]=3)=[C:7]2[NH:14]1. (2) Given the reactants C([O:5][C:6](=[O:38])[CH2:7][N:8]1[C:16]2[C:11](=[CH:12][C:13]([F:17])=[CH:14][CH:15]=2)[C:10]([C:18]2[C:23]3[CH:24]=[CH:25][CH:26]=[CH:27][C:22]=3[S:21](=[O:29])(=[O:28])[N:20]([CH2:30][C:31]3[CH:36]=[CH:35][CH:34]=[CH:33][CH:32]=3)[N:19]=2)=[C:9]1[CH3:37])(C)(C)C.C(O)(C(F)(F)F)=O, predict the reaction product. The product is: [CH2:30]([N:20]1[N:19]=[C:18]([C:10]2[C:11]3[C:16](=[CH:15][CH:14]=[C:13]([F:17])[CH:12]=3)[N:8]([CH2:7][C:6]([OH:38])=[O:5])[C:9]=2[CH3:37])[C:23]2[CH:24]=[CH:25][CH:26]=[CH:27][C:22]=2[S:21]1(=[O:29])=[O:28])[C:31]1[CH:36]=[CH:35][CH:34]=[CH:33][CH:32]=1. (3) Given the reactants [F:1][C:2]1[CH:34]=[CH:33][CH:32]=[C:31]([F:35])[C:3]=1[CH2:4][CH2:5][CH2:6][O:7][C:8]([NH:10][C:11]1[S:12][C:13]([C:22]2[CH:27]=[CH:26][C:25]([N+:28]([O-:30])=[O:29])=[CH:24][CH:23]=2)=[C:14]([CH3:21])[C:15]=1[C:16]([O:18][CH2:19][CH3:20])=[O:17])=[O:9].FC(C1C=CC=CC=1)(F)F.[Br:46]N1C(=O)CCC1=O.N(C(C)(CC(C)C)C#N)=NC(C)(CC(C)C)C#N, predict the reaction product. The product is: [Br:46][CH2:21][C:14]1[C:15]([C:16]([O:18][CH2:19][CH3:20])=[O:17])=[C:11]([NH:10][C:8]([O:7][CH2:6][CH2:5][CH2:4][C:3]2[C:31]([F:35])=[CH:32][CH:33]=[CH:34][C:2]=2[F:1])=[O:9])[S:12][C:13]=1[C:22]1[CH:23]=[CH:24][C:25]([N+:28]([O-:30])=[O:29])=[CH:26][CH:27]=1. (4) Given the reactants [NH2:1][C:2]1[CH:3]=[C:4]([CH2:10][C:11](=[O:13])[CH3:12])[CH:5]=[CH:6][C:7]=1[O:8][CH3:9].[C:14](OC(=O)C)(=[O:16])[CH3:15], predict the reaction product. The product is: [C:14]([NH:1][C:2]1[CH:3]=[C:4]([CH2:10][C:11](=[O:13])[CH3:12])[CH:5]=[CH:6][C:7]=1[O:8][CH3:9])(=[O:16])[CH3:15]. (5) Given the reactants [F:1][C:2]1[CH:3]=[C:4](/[CH:16]=[CH:17]/[C:18]([O:20][CH2:21][CH3:22])=[O:19])[CH:5]=[CH:6][C:7]=1[O:8]CC1C=CC=CC=1, predict the reaction product. The product is: [F:1][C:2]1[CH:3]=[C:4]([CH2:16][CH2:17][C:18]([O:20][CH2:21][CH3:22])=[O:19])[CH:5]=[CH:6][C:7]=1[OH:8]. (6) Given the reactants Cl.[CH3:2][NH:3][C:4]1[CH:5]=[CH:6][CH:7]=[C:8]2[C:12]=1[NH:11][C:10]([C:13]1[S:14][CH:15]=[CH:16][N:17]=1)=[CH:9]2.C(N(CC)CC)C.[C:25]1([C:30](Cl)=[O:31])[S:29][CH:28]=[CH:27][CH:26]=1, predict the reaction product. The product is: [CH3:2][N:3]([C:4]1[CH:5]=[CH:6][CH:7]=[C:8]2[C:12]=1[NH:11][C:10]([C:13]1[S:14][CH:15]=[CH:16][N:17]=1)=[CH:9]2)[C:30]([C:25]1[S:29][CH:28]=[CH:27][CH:26]=1)=[O:31]. (7) Given the reactants C[O:2][C:3]([C:5]1[C:6]([C:14]2[CH:19]=[CH:18][CH:17]=[CH:16][C:15]=2[N+:20]([O-:22])=[O:21])=[CH:7][CH:8]=[C:9]([C:11](=[S:13])[NH2:12])[CH:10]=1)=[O:4].[F:23][C:24]1[CH:33]=[CH:32][CH:31]=[CH:30][C:25]=1[C:26](=O)[CH2:27]Br, predict the reaction product. The product is: [F:23][C:24]1[CH:33]=[CH:32][CH:31]=[CH:30][C:25]=1[C:26]1[N:12]=[C:11]([C:9]2[CH:10]=[C:5]([C:3]([OH:2])=[O:4])[C:6]([C:14]3[CH:19]=[CH:18][CH:17]=[CH:16][C:15]=3[N+:20]([O-:22])=[O:21])=[CH:7][CH:8]=2)[S:13][CH:27]=1. (8) The product is: [CH3:36][NH:35][C:34](=[O:37])[C:31]1[CH:30]=[CH:29][C:28]([NH:27][C:7]2[N:6]=[CH:5][C:4]3[C:9](=[CH:10][C:11]([O:12][CH2:13][CH:14]4[CH2:15][CH2:16][NH:17][CH2:18][CH2:19]4)=[C:2]([C:40]4[S:39][CH:43]=[CH:42][N:41]=4)[CH:3]=3)[N:8]=2)=[CH:33][CH:32]=1. Given the reactants Br[C:2]1[CH:3]=[C:4]2[C:9](=[CH:10][C:11]=1[O:12][CH2:13][CH:14]1[CH2:19][CH2:18][N:17](C(OC(C)(C)C)=O)[CH2:16][CH2:15]1)[N:8]=[C:7]([NH:27][C:28]1[CH:33]=[CH:32][C:31]([C:34](=[O:37])[NH:35][CH3:36])=[CH:30][CH:29]=1)[N:6]=[CH:5]2.[Br-].[S:39]1[CH:43]=[CH:42][N:41]=[C:40]1[Zn+], predict the reaction product. (9) Given the reactants [CH:1]1([C:4]2[CH:5]=[CH:6][C:7]([C:15]([OH:17])=O)=[N:8][C:9]=2[O:10][CH2:11][CH:12]2[CH2:14][CH2:13]2)[CH2:3][CH2:2]1.[C:18]([NH2:22])([CH3:21])([CH3:20])[CH3:19], predict the reaction product. The product is: [C:18]([NH:22][C:15]([C:7]1[CH:6]=[CH:5][C:4]([CH:1]2[CH2:2][CH2:3]2)=[C:9]([O:10][CH2:11][CH:12]2[CH2:13][CH2:14]2)[N:8]=1)=[O:17])([CH3:21])([CH3:20])[CH3:19].